This data is from Full USPTO retrosynthesis dataset with 1.9M reactions from patents (1976-2016). The task is: Predict the reactants needed to synthesize the given product. (1) The reactants are: Br[C:2]1[CH:3]=[C:4]2[C:8](=[C:9]([C:11]([NH:13][CH2:14][C:15]3[C:16](=[O:25])[NH:17][C:18]([CH3:24])=[CH:19][C:20]=3[CH2:21][CH2:22][CH3:23])=[O:12])[CH:10]=1)[N:7]([CH3:26])[CH:6]=[C:5]2[CH:27]([CH3:29])[CH3:28].Cl.[CH3:31][N:32]([CH2:34][C:35]1[CH:40]=[CH:39][C:38](B2OC(C)(C)C(C)(C)O2)=[CH:37][CH:36]=1)[CH3:33]. Given the product [CH3:31][N:32]([CH2:34][C:35]1[CH:40]=[CH:39][C:38]([C:2]2[CH:3]=[C:4]3[C:8](=[C:9]([C:11]([NH:13][CH2:14][C:15]4[C:16](=[O:25])[NH:17][C:18]([CH3:24])=[CH:19][C:20]=4[CH2:21][CH2:22][CH3:23])=[O:12])[CH:10]=2)[N:7]([CH3:26])[CH:6]=[C:5]3[CH:27]([CH3:28])[CH3:29])=[CH:37][CH:36]=1)[CH3:33], predict the reactants needed to synthesize it. (2) Given the product [NH2:23][C:21]1[NH:20][N:19]=[C:18]([NH:17][C:4]2[CH:3]=[C:2]([Cl:1])[C:7]([C:8]3[CH:13]=[CH:12][NH:11][C:10](=[O:14])[CH:9]=3)=[C:6]([Cl:16])[CH:5]=2)[N:22]=1, predict the reactants needed to synthesize it. The reactants are: [Cl:1][C:2]1[CH:3]=[C:4]([NH:17][C:18]2[N:22]=[C:21]([NH2:23])[NH:20][N:19]=2)[CH:5]=[C:6]([Cl:16])[C:7]=1[C:8]1[CH:13]=[CH:12][N:11]=[C:10]([O:14]C)[CH:9]=1.Br. (3) Given the product [Cl:1][C:2]1[CH:7]=[CH:6][C:5]([CH:8]([C:50]2[CH:55]=[CH:54][C:53]([Cl:56])=[CH:52][CH:51]=2)[C:9]2[CH:10]=[C:11]3[C:16](=[CH:17][CH:18]=2)[N:15]=[CH:14][N:13]=[C:12]3[NH:19][CH:20]2[CH2:21][CH2:22][N:23]([S:26]([C:29]3[CH:49]=[CH:48][C:32]([C:33]([NH:35][CH2:36][CH2:37][CH2:38][O:39][C:40]4[CH:41]=[CH:42][C:43]([CH2:46][OH:59])=[CH:44][CH:45]=4)=[O:34])=[CH:31][CH:30]=3)(=[O:27])=[O:28])[CH2:24][CH2:25]2)=[CH:4][CH:3]=1, predict the reactants needed to synthesize it. The reactants are: [Cl:1][C:2]1[CH:7]=[CH:6][C:5]([CH:8]([C:50]2[CH:55]=[CH:54][C:53]([Cl:56])=[CH:52][CH:51]=2)[C:9]2[CH:10]=[C:11]3[C:16](=[CH:17][CH:18]=2)[N:15]=[CH:14][N:13]=[C:12]3[NH:19][CH:20]2[CH2:25][CH2:24][N:23]([S:26]([C:29]3[CH:49]=[CH:48][C:32]([C:33]([NH:35][CH2:36][CH2:37][CH2:38][O:39][C:40]4[CH:45]=[CH:44][C:43]([CH2:46]Cl)=[CH:42][CH:41]=4)=[O:34])=[CH:31][CH:30]=3)(=[O:28])=[O:27])[CH2:22][CH2:21]2)=[CH:4][CH:3]=1.CC([O-])=[O:59].[Na+].[OH-].[Na+]. (4) Given the product [CH3:20][C:17]1[CH:16]=[CH:15][C:14]([CH2:13][C@@H:12]2[C:4]3=[N:5][C:6]4[CH:11]=[CH:10][CH:9]=[CH:8][C:7]=4[N:3]3[C:22](=[O:23])[NH:21]2)=[CH:19][CH:18]=1, predict the reactants needed to synthesize it. The reactants are: N#N.[NH:3]1[C:7]2[CH:8]=[CH:9][CH:10]=[CH:11][C:6]=2[N:5]=[C:4]1[C@H:12]([NH2:21])[CH2:13][C:14]1[CH:19]=[CH:18][C:17]([CH3:20])=[CH:16][CH:15]=1.[C:22](N1C=CN=C1)(N1C=CN=C1)=[O:23].O. (5) Given the product [C:18]([O:17][C:15](=[O:16])[C:14]([S:11][C:8]1[S:9][CH:10]=[C:6]([CH2:5][C:4]([O:3][CH2:1][CH3:2])=[O:12])[N:7]=1)([CH3:23])[CH3:22])([CH3:21])([CH3:20])[CH3:19], predict the reactants needed to synthesize it. The reactants are: [CH2:1]([O:3][C:4](=[O:12])[CH2:5][C:6]1[N:7]=[C:8]([SH:11])[S:9][CH:10]=1)[CH3:2].Br[C:14]([CH3:23])([CH3:22])[C:15]([O:17][C:18]([CH3:21])([CH3:20])[CH3:19])=[O:16].C(=O)([O-])[O-].[K+].[K+].O. (6) The reactants are: [H-].[Na+].[C:3]([NH:6][C:7]1[CH:15]=[C:14]([O:16][C:17]2[CH:22]=[CH:21][CH:20]=[CH:19][CH:18]=2)[CH:13]=[CH:12][C:8]=1[C:9]([OH:11])=[O:10])(=[O:5])[CH3:4].[CH2:23](Br)[C:24]1[CH:29]=[CH:28][CH:27]=[CH:26][CH:25]=1.Cl. Given the product [CH2:23]([N:6]([C:7]1[CH:15]=[C:14]([O:16][C:17]2[CH:22]=[CH:21][CH:20]=[CH:19][CH:18]=2)[CH:13]=[CH:12][C:8]=1[C:9]([OH:11])=[O:10])[C:3](=[O:5])[CH3:4])[C:24]1[CH:29]=[CH:28][CH:27]=[CH:26][CH:25]=1, predict the reactants needed to synthesize it. (7) Given the product [ClH:36].[NH2:7][C:8]([CH2:16][CH2:17][C:18]1[CH:23]=[CH:22][C:21]([O:24][CH2:25][CH2:26][CH2:27][CH2:28][CH2:29][CH3:30])=[C:20]([C:31]([F:32])([F:33])[F:34])[CH:19]=1)([CH2:9][OH:10])[CH2:13][OH:12], predict the reactants needed to synthesize it. The reactants are: C(OC(=O)[NH:7][C:8]1([CH2:16][CH2:17][C:18]2[CH:23]=[CH:22][C:21]([O:24][CH2:25][CH2:26][CH2:27][CH2:28][CH2:29][CH3:30])=[C:20]([C:31]([F:34])([F:33])[F:32])[CH:19]=2)[CH2:13][O:12]C(C)(C)[O:10][CH2:9]1)(C)(C)C.[ClH:36].